This data is from Full USPTO retrosynthesis dataset with 1.9M reactions from patents (1976-2016). The task is: Predict the reactants needed to synthesize the given product. (1) Given the product [OH:14][C:15]1([CH3:30])[C@@H:20]([CH3:21])[CH2:19][N:18]([C:2]2[C:7]([N+:8]([O-:10])=[O:9])=[CH:6][N:5]=[C:4]3[CH2:11][CH2:12][CH2:13][C:3]=23)[CH2:17][C@H:16]1[NH:22][C:23](=[O:29])[O:24][C:25]([CH3:28])([CH3:27])[CH3:26], predict the reactants needed to synthesize it. The reactants are: Cl[C:2]1[C:7]([N+:8]([O-:10])=[O:9])=[CH:6][N:5]=[C:4]2[CH2:11][CH2:12][CH2:13][C:3]=12.[OH:14][C:15]1([CH3:30])[C@@H:20]([CH3:21])[CH2:19][NH:18][CH2:17][C@H:16]1[NH:22][C:23](=[O:29])[O:24][C:25]([CH3:28])([CH3:27])[CH3:26].C(N(CC)CC)C. (2) The reactants are: Br[C:2]1[CH:7]=[CH:6][C:5]([O:8][Si:9]([CH:16]([CH3:18])[CH3:17])([CH:13]([CH3:15])[CH3:14])[CH:10]([CH3:12])[CH3:11])=[CH:4][CH:3]=1.C([Li])CCC.[B:24](OC(C)C)([O:29]C(C)C)[O:25]C(C)C. Given the product [CH:10]([Si:9]([CH:16]([CH3:18])[CH3:17])([CH:13]([CH3:15])[CH3:14])[O:8][C:5]1[CH:6]=[CH:7][C:2]([B:24]([OH:29])[OH:25])=[CH:3][CH:4]=1)([CH3:12])[CH3:11], predict the reactants needed to synthesize it. (3) Given the product [ClH:51].[S:1]1[CH:5]=[CH:4][C:3]([C:6]2[CH:7]=[CH:8][C:9]([CH2:10][C:11]3[CH:16]=[CH:15][C:14]([O:17][CH2:32][C@H:28]4[CH2:29][CH2:30][CH2:31][NH:27]4)=[CH:13][CH:12]=3)=[CH:18][CH:19]=2)=[CH:2]1, predict the reactants needed to synthesize it. The reactants are: [S:1]1[CH:5]=[CH:4][C:3]([C:6]2[CH:19]=[CH:18][C:9]([CH2:10][C:11]3[CH:16]=[CH:15][C:14]([OH:17])=[CH:13][CH:12]=3)=[CH:8][CH:7]=2)=[CH:2]1.C(OC([N:27]1[CH2:31][CH2:30][CH2:29][C@@H:28]1[CH2:32]OS(C1C=CC(C)=CC=1)(=O)=O)=O)(C)(C)C.[H-].[Na+].C([O-])(O)=O.[Na+].[ClH:51]. (4) Given the product [OH:1][CH2:2][CH2:3][O:4][C:5]1[CH:6]=[CH:7][C:8]([C@H:11]2[C:15](=[O:16])[N:14]([C@@H:17]([C@H:30]([C:32]3[CH:33]=[CH:34][CH:35]=[CH:36][CH:37]=3)[CH3:31])[C:18]([NH:20][C:21]3[S:22][CH:23]=[C:24]([C:26](=[O:29])[CH2:27][CH3:28])[N:25]=3)=[O:19])[C:13](=[O:38])[NH:12]2)=[CH:9][CH:10]=1, predict the reactants needed to synthesize it. The reactants are: [OH:1][CH2:2][CH2:3][O:4][C:5]1[CH:10]=[CH:9][C:8]([C@@H:11]2[C:15](=[O:16])[N:14]([C@@H:17]([C@H:30]([C:32]3[CH:37]=[CH:36][CH:35]=[CH:34][CH:33]=3)[CH3:31])[C:18]([NH:20][C:21]3[S:22][CH:23]=[C:24]([C:26](=[O:29])[CH2:27][CH3:28])[N:25]=3)=[O:19])[C:13](=[O:38])[NH:12]2)=[CH:7][CH:6]=1.C1C([C@H]([NH3+])C([O-])=O)=CC=C(O)C=1. (5) Given the product [Cl:28][C:29]1[C:30]([O:38][CH2:39][CH2:40][N:41]2[CH2:42][CH2:43][O:44][CH2:45][CH2:46]2)=[C:31]([CH:34]=[C:35]([Cl:37])[CH:36]=1)/[CH:32]=[C:13](\[C:14]([NH:16][C:17]1[CH:22]=[CH:21][CH:20]=[C:19]([C:23]([F:25])([F:26])[F:24])[CH:18]=1)=[O:15])/[C:12]([NH:11][C:7]1[CH:6]=[C:5]2[C:10](=[CH:9][CH:8]=1)[N:1]=[CH:2][CH:3]=[CH:4]2)=[O:27], predict the reactants needed to synthesize it. The reactants are: [N:1]1[C:10]2[C:5](=[CH:6][C:7]([NH:11][C:12](=[O:27])[CH2:13][C:14]([NH:16][C:17]3[CH:22]=[CH:21][CH:20]=[C:19]([C:23]([F:26])([F:25])[F:24])[CH:18]=3)=[O:15])=[CH:8][CH:9]=2)[CH:4]=[CH:3][CH:2]=1.[Cl:28][C:29]1[C:30]([O:38][CH2:39][CH2:40][N:41]2[CH2:46][CH2:45][O:44][CH2:43][CH2:42]2)=[C:31]([CH:34]=[C:35]([Cl:37])[CH:36]=1)[CH:32]=O. (6) Given the product [F:12][C:13]1[C:19]([O:20][CH3:21])=[CH:18][CH:17]=[CH:16][C:14]=1[NH:15][C:5]1[N:6]=[CH:7][CH:8]=[CH:9][C:4]=1[C:3]([O:2][CH3:1])=[O:11], predict the reactants needed to synthesize it. The reactants are: [CH3:1][O:2][C:3](=[O:11])[C:4]1[CH:9]=[CH:8][CH:7]=[N:6][C:5]=1F.[F:12][C:13]1[C:19]([O:20][CH3:21])=[CH:18][CH:17]=[CH:16][C:14]=1[NH2:15].